From a dataset of Peptide-MHC class I binding affinity with 185,985 pairs from IEDB/IMGT. Regression. Given a peptide amino acid sequence and an MHC pseudo amino acid sequence, predict their binding affinity value. This is MHC class I binding data. (1) The peptide sequence is HLRGFSKSI. The MHC is HLA-A32:01 with pseudo-sequence HLA-A32:01. The binding affinity (normalized) is 0.144. (2) The peptide sequence is VCFWSTLFY. The MHC is HLA-A68:01 with pseudo-sequence HLA-A68:01. The binding affinity (normalized) is 0.0224. (3) The peptide sequence is WQGPSAAAY. The MHC is HLA-B57:01 with pseudo-sequence HLA-B57:01. The binding affinity (normalized) is 0.0847. (4) The peptide sequence is YTGDFDSVI. The MHC is HLA-B40:02 with pseudo-sequence HLA-B40:02. The binding affinity (normalized) is 0.170. (5) The peptide sequence is GEYAPFARL. The MHC is HLA-A02:12 with pseudo-sequence HLA-A02:12. The binding affinity (normalized) is 0.0847.